From a dataset of Reaction yield outcomes from USPTO patents with 853,638 reactions. Predict the reaction yield, written as a fraction of the theoretical maximum amount of product (1.0 means a 100% yield; for example, 0.34 means a 34% yield). (1) The reactants are [Cl:1][C:2]1[CH:3]=[C:4]([C:14]2[NH:23][C:22](=[O:24])[C:21]3[C:16](=[CH:17][C:18]([O:27][CH3:28])=[CH:19][C:20]=3[O:25][CH3:26])[N:15]=2)[CH:5]=[C:6]([N:8]2[CH2:13][CH2:12][NH:11][CH2:10][CH2:9]2)[CH:7]=1.[CH3:29][C:30]([CH3:32])=O.C([O-])(=O)C.[Na+].C(O)(=O)C.C(O[BH-](OC(=O)C)OC(=O)C)(=O)C.[Na+]. The catalyst is ClCCCl.CO. The product is [Cl:1][C:2]1[CH:3]=[C:4]([C:14]2[NH:23][C:22](=[O:24])[C:21]3[C:16](=[CH:17][C:18]([O:27][CH3:28])=[CH:19][C:20]=3[O:25][CH3:26])[N:15]=2)[CH:5]=[C:6]([N:8]2[CH2:13][CH2:12][N:11]([CH:30]([CH3:32])[CH3:29])[CH2:10][CH2:9]2)[CH:7]=1. The yield is 0.180. (2) The reactants are [NH2:1][C:2]1[C:11]([C:12]([C:14]2[CH:19]=[CH:18][C:17]([CH3:20])=[CH:16][CH:15]=2)=O)=[CH:10][C:9]2[CH2:8][CH2:7][CH2:6][CH2:5][C:4]=2[N:3]=1.[C:21](OCC)(=[O:28])[CH2:22][C:23]([O:25][CH2:26][CH3:27])=[O:24].[O-]CC.[Na+]. The catalyst is C(O)C. The product is [OH:28][C:21]1[C:22]([C:23]([O:25][CH2:26][CH3:27])=[O:24])=[C:12]([C:14]2[CH:19]=[CH:18][C:17]([CH3:20])=[CH:16][CH:15]=2)[C:11]2[CH:10]=[C:9]3[CH2:8][CH2:7][CH2:6][CH2:5][C:4]3=[N:3][C:2]=2[N:1]=1. The yield is 0.250. (3) The reactants are Cl[CH2:2][CH2:3][CH2:4][O:5][C:6]1[CH:11]=[CH:10][C:9]([I:12])=[CH:8][CH:7]=1.[CH3:13][C@@H:14]1[CH2:18][CH2:17][CH2:16][NH:15]1.C(=O)([O-])[O-].[K+].[K+].[I-].[K+]. The catalyst is C(#N)C. The product is [I:12][C:9]1[CH:10]=[CH:11][C:6]([O:5][CH2:4][CH2:3][CH2:2][N:15]2[CH2:16][CH2:17][CH2:18][C@H:14]2[CH3:13])=[CH:7][CH:8]=1. The yield is 0.440.